Predict the reactants needed to synthesize the given product. From a dataset of Full USPTO retrosynthesis dataset with 1.9M reactions from patents (1976-2016). (1) Given the product [Br:1][C:2]1[CH:3]=[CH:4][C:5]([CH3:10])=[C:6]([CH2:8][Cl:13])[CH:7]=1, predict the reactants needed to synthesize it. The reactants are: [Br:1][C:2]1[CH:3]=[CH:4][C:5]([CH3:10])=[C:6]([CH2:8]O)[CH:7]=1.S(Cl)([Cl:13])=O. (2) Given the product [Br:1][C:2]1[CH:8]=[CH:7][CH:6]=[CH:5][C:3]=1[NH:4][C:18](=[O:19])[C:17]([F:28])([F:27])[F:16], predict the reactants needed to synthesize it. The reactants are: [Br:1][C:2]1[CH:8]=[CH:7][CH:6]=[CH:5][C:3]=1[NH2:4].C(N(CC)CC)C.[F:16][C:17]([F:28])([F:27])[C:18](O[C:18](=[O:19])[C:17]([F:28])([F:27])[F:16])=[O:19]. (3) The reactants are: [CH3:1][N:2]1[CH2:7][CH2:6][N:5]([CH2:8][C:9]2[CH:17]=[CH:16][C:12]([C:13]([OH:15])=O)=[CH:11][C:10]=2[C:18]([F:21])([F:20])[F:19])[CH2:4][CH2:3]1.[I:22][C:23]1[CH:24]=[C:25]([CH:27]=[CH:28][C:29]=1[CH3:30])[NH2:26].Cl.CN(C)CCCN=C=NCC.O.ON1C2C=CC=CC=2N=N1. Given the product [I:22][C:23]1[CH:24]=[C:25]([NH:26][C:13](=[O:15])[C:12]2[CH:16]=[CH:17][C:9]([CH2:8][N:5]3[CH2:6][CH2:7][N:2]([CH3:1])[CH2:3][CH2:4]3)=[C:10]([C:18]([F:21])([F:20])[F:19])[CH:11]=2)[CH:27]=[CH:28][C:29]=1[CH3:30], predict the reactants needed to synthesize it. (4) Given the product [CH3:21][N:22]1[C:10]2[C:9]3[CH:8]=[CH:7][CH:6]=[CH:5][C:4]=3[O:3][C:2]([CH3:20])([CH3:1])[C:11]=2[C:12]([C:13]([O:15][CH2:16][CH3:17])=[O:14])=[N:23]1, predict the reactants needed to synthesize it. The reactants are: [CH3:1][C:2]1([CH3:20])[CH:11]([C:12](=O)[C:13]([O:15][CH2:16][CH3:17])=[O:14])[C:10](=O)[C:9]2[C:4](=[CH:5][CH:6]=[CH:7][CH:8]=2)[O:3]1.[CH3:21][NH:22][NH2:23]. (5) Given the product [O:17]1[CH:18]=[CH:19][C:15]([C:10]2[N:11]=[C:12]([NH:14][C:25]([C:24]3[CH:28]=[CH:29][N:30]=[C:22]([CH3:21])[CH:23]=3)=[O:26])[S:13][C:9]=2[C:7]([CH:4]2[CH2:5][CH2:6][O:1][CH2:2][CH2:3]2)=[O:8])=[CH:16]1, predict the reactants needed to synthesize it. The reactants are: [O:1]1[CH2:6][CH2:5][CH:4]([C:7]([C:9]2[S:13][C:12]([NH2:14])=[N:11][C:10]=2[C:15]2[CH:19]=[CH:18][O:17][CH:16]=2)=[O:8])[CH2:3][CH2:2]1.Cl.[CH3:21][C:22]1[CH:23]=[C:24]([CH:28]=[CH:29][N:30]=1)[C:25](O)=[O:26].CCN=C=NCCCN(C)C.Cl.O.ON1C2C=CC=CC=2N=N1.C(N(CC)CC)C.C(=O)([O-])O.[Na+]. (6) Given the product [F:62][C:35]([F:34])([CH2:54][O:55][C:56]1[CH:57]=[CH:58][CH:59]=[CH:60][CH:61]=1)/[CH:36]=[CH:37]/[C@H:38]1[C@H:39]([O:47][CH:48]2[CH2:53][CH2:52][CH2:51][CH2:50][O:49]2)[CH2:40][C@H:41]([OH:68])[C@@H:45]1[CH2:28]/[CH:29]=[CH:8]\[CH2:7][CH2:6][CH2:5][C:2]([OH:4])=[O:3], predict the reactants needed to synthesize it. The reactants are: [Br-].[C:2]([CH2:5][CH2:6][CH2:7][CH2:8][P+](C1C=CC=CC=1)(C1C=CC=CC=1)C1C=CC=CC=1)([OH:4])=[O:3].[CH3:28][C:29](C)([O-])C.[K+].[F:34][C:35]([F:62])([CH2:54][O:55][C:56]1[CH:61]=[CH:60][CH:59]=[CH:58][CH:57]=1)/[CH:36]=[CH:37]/[C@@H:38]1[C@@H:45]2[C@@H:41](OC(O)C2)[CH2:40][C@H:39]1[O:47][CH:48]1[CH2:53][CH2:52][CH2:51][CH2:50][O:49]1.[Cl-].[NH4+].C1C[O:68]CC1. (7) Given the product [Si:1]([O:8][C@H:9]1[CH2:13][N:12]([C:14]([O:16][C:17]([CH3:20])([CH3:19])[CH3:18])=[O:15])[C@H:11]([CH:21]([CH3:23])[CH3:22])[CH2:10]1)([C:4]([CH3:7])([CH3:6])[CH3:5])([CH3:2])[CH3:3], predict the reactants needed to synthesize it. The reactants are: [Si:1]([O:8][C@H:9]1[CH2:13][N:12]([C:14]([O:16][C:17]([CH3:20])([CH3:19])[CH3:18])=[O:15])[C@H:11]([C:21]([CH3:23])=[CH2:22])[CH2:10]1)([C:4]([CH3:7])([CH3:6])[CH3:5])([CH3:3])[CH3:2]. (8) Given the product [CH3:13][C:14]1([CH3:23])[N:18]2[C:19]([O:22][Si:25]([CH3:27])([CH3:26])[CH3:24])=[CH:20][CH2:21][C@H:17]2[CH2:16][O:15]1, predict the reactants needed to synthesize it. The reactants are: C(NC(C)C)(C)C.C([Li])CCC.[CH3:13][C:14]1([CH3:23])[N:18]2[C:19](=[O:22])[CH2:20][CH2:21][C@H:17]2[CH2:16][O:15]1.[CH3:24][Si:25](Cl)([CH3:27])[CH3:26].